Task: Regression. Given a peptide amino acid sequence and an MHC pseudo amino acid sequence, predict their binding affinity value. This is MHC class I binding data.. Dataset: Peptide-MHC class I binding affinity with 185,985 pairs from IEDB/IMGT (1) The peptide sequence is RRDYRRGL. The MHC is HLA-B45:01 with pseudo-sequence HLA-B45:01. The binding affinity (normalized) is 0. (2) The peptide sequence is FLPGQYMNI. The MHC is HLA-A02:03 with pseudo-sequence HLA-A02:03. The binding affinity (normalized) is 1.00. (3) The peptide sequence is RTFSILNRK. The MHC is HLA-A31:01 with pseudo-sequence HLA-A31:01. The binding affinity (normalized) is 0.820. (4) The peptide sequence is ITDKIDQII. The MHC is HLA-A11:01 with pseudo-sequence HLA-A11:01. The binding affinity (normalized) is 0.0225. (5) The binding affinity (normalized) is 0.0847. The MHC is HLA-B18:01 with pseudo-sequence HLA-B18:01. The peptide sequence is RRWRRLTVC. (6) The peptide sequence is RRDNRRGLRM. The MHC is Mamu-B08 with pseudo-sequence Mamu-B08. The binding affinity (normalized) is 0.777.